Dataset: Reaction yield outcomes from USPTO patents with 853,638 reactions. Task: Predict the reaction yield, written as a fraction of the theoretical maximum amount of product (1.0 means a 100% yield; for example, 0.34 means a 34% yield). (1) The reactants are [OH-].[Li+].[CH:3]([O:6][C:7]1[CH:8]=[C:9]([CH:23]=[C:24]([O:29][CH:30]([CH3:32])[CH3:31])[C:25]=1[O:26][CH2:27][CH3:28])[C:10]([NH:12][C:13]1[CH:21]=[CH:20][C:16]([C:17]([O-:19])=[O:18])=[C:15]([F:22])[CH:14]=1)=[O:11])([CH3:5])[CH3:4]. The catalyst is C1COCC1. The product is [CH:3]([O:6][C:7]1[CH:8]=[C:9]([CH:23]=[C:24]([O:29][CH:30]([CH3:31])[CH3:32])[C:25]=1[O:26][CH2:27][CH3:28])[C:10]([NH:12][C:13]1[CH:21]=[CH:20][C:16]([C:17]([OH:19])=[O:18])=[C:15]([F:22])[CH:14]=1)=[O:11])([CH3:5])[CH3:4]. The yield is 0.560. (2) The catalyst is C(OCC)(=O)C. The product is [CH:25]1([C:24]#[C:23][O:22][C:17]2[C:16]3[C:11](=[CH:12][CH:13]=[C:14]([F:28])[CH:15]=3)[NH:10][C:9](=[O:8])[C:18]=2[CH:19]([CH3:21])[CH3:20])[CH2:27][CH2:26]1. The yield is 0.200. The reactants are [Si]([O:8][C:9]1[C:18]([CH:19]([CH3:21])[CH3:20])=[C:17]([O:22][C:23]#[C:24][CH:25]2[CH2:27][CH2:26]2)[C:16]2[C:11](=[CH:12][CH:13]=[C:14]([F:28])[CH:15]=2)[N:10]=1)(C(C)(C)C)(C)C.O.[F-].C([NH3+])(C)(C)C.[Cl-].[Na+].